Dataset: Forward reaction prediction with 1.9M reactions from USPTO patents (1976-2016). Task: Predict the product of the given reaction. (1) Given the reactants Br[C:2]1[CH:3]=[N:4][CH:5]=[CH:6][C:7]=1[C:8]([O:10]CC)=O.[NH2:13][C:14]1[CH:19]=[C:18]([C:20]([O:22][CH3:23])=[O:21])[CH:17]=[CH:16][C:15]=1B(O)O.C([O-])(=O)C.[Na+], predict the reaction product. The product is: [O:10]=[C:8]1[C:7]2[C:2](=[CH:3][N:4]=[CH:5][CH:6]=2)[C:15]2[CH:16]=[CH:17][C:18]([C:20]([O:22][CH3:23])=[O:21])=[CH:19][C:14]=2[NH:13]1. (2) Given the reactants C([NH:5][S:6]([C:9]1[S:10][C:11]([C:14]2[N:15]=[CH:16][N:17]([C:19]3[N:24]=[C:23]([C:25]4[CH:30]=[CH:29][C:28]([Cl:31])=[CH:27][CH:26]=4)[CH:22]=[C:21]([C:32]([F:35])([F:34])[F:33])[N:20]=3)[CH:18]=2)=[CH:12][CH:13]=1)(=[O:8])=[O:7])(C)(C)C.C(O)(C(F)(F)F)=O, predict the reaction product. The product is: [Cl:31][C:28]1[CH:29]=[CH:30][C:25]([C:23]2[CH:22]=[C:21]([C:32]([F:33])([F:35])[F:34])[N:20]=[C:19]([N:17]3[CH:18]=[C:14]([C:11]4[S:10][C:9]([S:6]([NH2:5])(=[O:7])=[O:8])=[CH:13][CH:12]=4)[N:15]=[CH:16]3)[N:24]=2)=[CH:26][CH:27]=1.